This data is from Full USPTO retrosynthesis dataset with 1.9M reactions from patents (1976-2016). The task is: Predict the reactants needed to synthesize the given product. (1) Given the product [OH:9][C:15]1([C:6]2[CH:7]=[CH:8][C:1]([OH:2])=[CH:3][C:4]=2[OH:5])[CH2:16][CH2:17][O:22][CH2:13][CH2:14]1, predict the reactants needed to synthesize it. The reactants are: [C:1]1([CH:8]=[CH:7][CH:6]=[C:4]([OH:5])[CH:3]=1)[OH:2].[OH-:9].[Na+].[Na+].[Cl-].[CH3:13][CH2:14][CH2:15][CH2:16][CH2:17]CC.CC[O:22]C(C)=O. (2) The reactants are: [CH3:1][O:2][C:3]1[CH:8]=[CH:7][C:6]([N:9]([CH:29]([C:36]2[CH:41]=[CH:40][CH:39]=[CH:38][CH:37]=2)[C:30]2[CH:35]=[CH:34][CH:33]=[CH:32][CH:31]=2)[C:10]2[C:11]3[CH:18]=[CH:17][N:16]([C@@H:19]4[O:25][C@H:24]([CH2:26][OH:27])[C@@H:22]([OH:23])[C@@:20]4([CH3:28])[OH:21])[C:12]=3[N:13]=[CH:14][N:15]=2)=[CH:5][CH:4]=1.C(N(CC)CC)C.[C:49](Cl)(=[O:57])[CH2:50][CH2:51][CH2:52][CH2:53][CH2:54][CH2:55][CH3:56]. Given the product [CH3:1][O:2][C:3]1[CH:4]=[CH:5][C:6]([N:9]([CH:29]([C:30]2[CH:31]=[CH:32][CH:33]=[CH:34][CH:35]=2)[C:36]2[CH:41]=[CH:40][CH:39]=[CH:38][CH:37]=2)[C:10]2[C:11]3[CH:18]=[CH:17][N:16]([C@@H:19]4[O:25][C@H:24]([CH2:26][O:27][C:49](=[O:57])[CH2:50][CH2:51][CH2:52][CH2:53][CH2:54][CH2:55][CH3:56])[C@@H:22]([OH:23])[C@@:20]4([CH3:28])[OH:21])[C:12]=3[N:13]=[CH:14][N:15]=2)=[CH:7][CH:8]=1, predict the reactants needed to synthesize it. (3) Given the product [NH2:22][CH:11]1[C:12]2[C:8](=[CH:7][C:6]([C:2]([CH3:5])([CH3:1])[C:3]#[N:4])=[CH:14][CH:13]=2)[CH2:9][CH2:10]1, predict the reactants needed to synthesize it. The reactants are: [CH3:1][C:2]([C:6]1[CH:7]=[C:8]2[C:12](=[CH:13][CH:14]=1)[C:11](=O)[CH2:10][CH2:9]2)([CH3:5])[C:3]#[N:4].C([O-])(=O)C.[NH4+].C([BH3-])#[N:22].[Na+].[OH-].[Na+]. (4) Given the product [CH3:1][C:2]1[CH:10]=[CH:9][C:5]([C:6]([O:8][CH2:14][CH3:15])=[O:7])=[CH:4][C:3]=1[N+:11]([O-:13])=[O:12], predict the reactants needed to synthesize it. The reactants are: [CH3:1][C:2]1[CH:10]=[CH:9][C:5]([C:6]([OH:8])=[O:7])=[CH:4][C:3]=1[N+:11]([O-:13])=[O:12].[CH2:14](O)[CH3:15]. (5) Given the product [Cl:1][C:2]1[C:10]([F:11])=[CH:9][CH:8]=[CH:7][C:3]=1[C:4]([NH:20][CH2:19][CH:18]([C:21]1[CH:22]=[CH:23][C:24]([C:27]([F:30])([F:28])[F:29])=[N:25][CH:26]=1)[CH2:17][C:14]1([C:13]([F:12])([F:31])[F:32])[CH2:16][CH2:15]1)=[O:6], predict the reactants needed to synthesize it. The reactants are: [Cl:1][C:2]1[C:10]([F:11])=[CH:9][CH:8]=[CH:7][C:3]=1[C:4]([OH:6])=O.[F:12][C:13]([F:32])([F:31])[C:14]1([CH2:17][CH:18]([C:21]2[CH:22]=[CH:23][C:24]([C:27]([F:30])([F:29])[F:28])=[N:25][CH:26]=2)[CH2:19][NH2:20])[CH2:16][CH2:15]1. (6) Given the product [NH2:1][C:4]1[CH:15]=[CH:14][C:7]([C:8]([NH:10][CH2:11][CH2:12][OH:13])=[O:9])=[CH:6][CH:5]=1, predict the reactants needed to synthesize it. The reactants are: [N+:1]([C:4]1[CH:15]=[CH:14][C:7]([C:8]([NH:10][CH2:11][CH2:12][OH:13])=[O:9])=[CH:6][CH:5]=1)([O-])=O.[H][H]. (7) Given the product [CH:1]([C:2]1[CH:9]=[CH:8][C:5]([C:6]#[N:7])=[CH:4][N:3]=1)=[O:16], predict the reactants needed to synthesize it. The reactants are: [CH3:1][C:2]1[CH:9]=[CH:8][C:5]([C:6]#[N:7])=[CH:4][N:3]=1.II.CSC.C(=O)(O)[O-:16].[Na+]. (8) Given the product [F:1][C:2]1[C:3]([CH2:16][CH2:17][C:18]2[S:19][CH:20]=[C:21]([CH:23]([CH3:25])[CH3:24])[N:22]=2)=[CH:4][C:5]([NH2:8])=[N:6][CH:7]=1, predict the reactants needed to synthesize it. The reactants are: [F:1][C:2]1[C:3]([CH2:16][CH2:17][C:18]2[S:19][CH:20]=[C:21]([CH:23]([CH3:25])[CH3:24])[N:22]=2)=[CH:4][C:5]([NH:8]C(=O)OC(C)(C)C)=[N:6][CH:7]=1.FC(F)(F)C(O)=O. (9) Given the product [CH2:24]([O:23][C:18]1[C:19](=[O:22])[C:20](=[O:21])[C:17]=1[NH:16][C:5]1[C:6]([OH:15])=[C:7]([S:8]([N:11]([CH2:12][CH3:27])[O:13][CH3:14])(=[O:10])=[O:9])[CH:2]=[CH:3][CH:4]=1)[CH3:25], predict the reactants needed to synthesize it. The reactants are: Cl[C:2]1[C:7]([S:8]([N:11]([O:13][CH3:14])[CH3:12])(=[O:10])=[O:9])=[C:6]([OH:15])[C:5]([NH:16][C:17]2[C:20](=[O:21])[C:19](=[O:22])[C:18]=2[O:23][CH2:24][CH3:25])=[CH:4][CH:3]=1.N[C:27]1C(O)=C(S(N(CC)OC)(=O)=O)C=CC=1.